This data is from Peptide-MHC class II binding affinity with 134,281 pairs from IEDB. The task is: Regression. Given a peptide amino acid sequence and an MHC pseudo amino acid sequence, predict their binding affinity value. This is MHC class II binding data. (1) The peptide sequence is NTWTTCQSIAAPSK. The MHC is H-2-IAs with pseudo-sequence H-2-IAs. The binding affinity (normalized) is 0.466. (2) The binding affinity (normalized) is 0.368. The peptide sequence is GCGLFGKGSIVACAK. The MHC is DRB1_0301 with pseudo-sequence DRB1_0301. (3) The peptide sequence is FAVVDLNKMRAVWVD. The MHC is DRB1_1602 with pseudo-sequence DRB1_1602. The binding affinity (normalized) is 0.454. (4) The peptide sequence is AAGTYVAADAAAAST. The MHC is DRB3_0202 with pseudo-sequence DRB3_0202. The binding affinity (normalized) is 0.778.